Dataset: Peptide-MHC class I binding affinity with 185,985 pairs from IEDB/IMGT. Task: Regression. Given a peptide amino acid sequence and an MHC pseudo amino acid sequence, predict their binding affinity value. This is MHC class I binding data. The peptide sequence is MRFKKESSL. The MHC is HLA-B08:01 with pseudo-sequence HLA-B08:01. The binding affinity (normalized) is 0.887.